Dataset: Peptide-MHC class I binding affinity with 185,985 pairs from IEDB/IMGT. Task: Regression. Given a peptide amino acid sequence and an MHC pseudo amino acid sequence, predict their binding affinity value. This is MHC class I binding data. (1) The peptide sequence is LPGTTLTAL. The MHC is HLA-B51:01 with pseudo-sequence HLA-B51:01. The binding affinity (normalized) is 0. (2) The peptide sequence is NGYRWQHQI. The MHC is HLA-B40:01 with pseudo-sequence HLA-B40:01. The binding affinity (normalized) is 0.0847. (3) The peptide sequence is FLILCFTIKR. The MHC is HLA-A11:01 with pseudo-sequence HLA-A11:01. The binding affinity (normalized) is 0.388. (4) The peptide sequence is QFAGGSFDF. The MHC is HLA-A26:01 with pseudo-sequence HLA-A26:01. The binding affinity (normalized) is 0.0847.